This data is from Forward reaction prediction with 1.9M reactions from USPTO patents (1976-2016). The task is: Predict the product of the given reaction. (1) Given the reactants [Cl:1][C:2]1[CH:11]=[CH:10][C:5]([C:6]([O:8][CH3:9])=[O:7])=[C:4]([NH:12][CH2:13][CH2:14][CH2:15][OH:16])[C:3]=1[NH:17][C:18](=S)[NH:19][C:20]1[C:25]([Cl:26])=[CH:24][C:23]([Cl:27])=[CH:22][N:21]=1.Cl.C(N=C=NCCCN(C)C)C.C(N(CC)CC)C, predict the reaction product. The product is: [Cl:1][C:2]1[C:3]2[N:17]=[C:18]([NH:19][C:20]3[C:25]([Cl:26])=[CH:24][C:23]([Cl:27])=[CH:22][N:21]=3)[N:12]([CH2:13][CH2:14][CH2:15][OH:16])[C:4]=2[C:5]([C:6]([O:8][CH3:9])=[O:7])=[CH:10][CH:11]=1. (2) Given the reactants Cl[CH2:2][C:3]([NH:5][C:6]1[CH:11]=[CH:10][CH:9]=[C:8]([C:12]2[CH:21]=[N:20][C:19]3[C:14](=[CH:15][CH:16]=[CH:17][CH:18]=3)[N:13]=2)[CH:7]=1)=[O:4].[C-:22]#[N:23].[Na+].O, predict the reaction product. The product is: [C:22]([CH2:2][C:3]([NH:5][C:6]1[CH:11]=[CH:10][CH:9]=[C:8]([C:12]2[CH:21]=[N:20][C:19]3[C:14](=[CH:15][CH:16]=[CH:17][CH:18]=3)[N:13]=2)[CH:7]=1)=[O:4])#[N:23]. (3) Given the reactants C[Si](Cl)(C)C.[I-].[Na+].[CH2:8]([N:15]1[CH2:20][CH2:19][CH:18]([N:21]2[C:29]3[C:24](=[CH:25][CH:26]=[CH:27][CH:28]=3)[C:23]([CH:30](O)[C:31]([NH2:33])=[O:32])=[CH:22]2)[CH2:17][CH2:16]1)[C:9]1[CH:14]=[CH:13][CH:12]=[CH:11][CH:10]=1, predict the reaction product. The product is: [CH2:8]([N:15]1[CH2:20][CH2:19][CH:18]([N:21]2[C:29]3[C:24](=[CH:25][CH:26]=[CH:27][CH:28]=3)[C:23]([CH2:30][C:31]([NH2:33])=[O:32])=[CH:22]2)[CH2:17][CH2:16]1)[C:9]1[CH:10]=[CH:11][CH:12]=[CH:13][CH:14]=1. (4) Given the reactants [N:1]1([C:6]2[C:7]3[N:8]([C:16]([C:19]([OH:21])=O)=[CH:17][N:18]=3)[CH:9]=[C:10]([C:12]([F:15])([F:14])[F:13])[CH:11]=2)[CH:5]=[N:4][CH:3]=[N:2]1.FC(F)(F)C(O)=O.[CH:29]12[CH2:35][CH:33]([NH:34]1)[CH2:32][O:31][CH2:30]2.CN(C(ON1N=NC2C=CC=NC1=2)=[N+](C)C)C.F[P-](F)(F)(F)(F)F.C(=O)(O)[O-].[Na+], predict the reaction product. The product is: [CH:33]12[CH2:35][CH:29]([N:34]1[C:19]([C:16]1[N:8]3[CH:9]=[C:10]([C:12]([F:14])([F:13])[F:15])[CH:11]=[C:6]([N:1]4[CH:5]=[N:4][CH:3]=[N:2]4)[C:7]3=[N:18][CH:17]=1)=[O:21])[CH2:30][O:31][CH2:32]2. (5) Given the reactants [NH:1]1[C:5]2[CH:6]=[CH:7][C:8]([NH:10][C:11](=[O:51])[C@@H:12]([NH:33][C:34]([C@H:36]3[CH2:41][CH2:40][C@H:39]([CH2:42][NH:43]C(=O)OC(C)(C)C)[CH2:38][CH2:37]3)=[O:35])[CH2:13][C:14]3[CH:19]=[CH:18][C:17]([C:20]4[CH:25]=[CH:24][C:23]([C:26](=[O:31])[NH:27][CH:28]5[CH2:30][CH2:29]5)=[CH:22][C:21]=4[CH3:32])=[CH:16][CH:15]=3)=[CH:9][C:4]=2[N:3]=[N:2]1.[ClH:52], predict the reaction product. The product is: [ClH:52].[NH2:43][CH2:42][C@H:39]1[CH2:40][CH2:41][C@H:36]([C:34]([NH:33][C@H:12]([C:11]([NH:10][C:8]2[CH:7]=[CH:6][C:5]3[NH:1][N:2]=[N:3][C:4]=3[CH:9]=2)=[O:51])[CH2:13][C:14]2[CH:15]=[CH:16][C:17]([C:20]3[CH:25]=[CH:24][C:23]([C:26]([NH:27][CH:28]4[CH2:29][CH2:30]4)=[O:31])=[CH:22][C:21]=3[CH3:32])=[CH:18][CH:19]=2)=[O:35])[CH2:37][CH2:38]1. (6) The product is: [BrH:16].[CH2:11]([O:13][C:14](=[O:17])[CH2:15][N:3]1[C:4]2[CH:9]=[CH:8][CH:7]=[CH:6][C:5]=2[S:1][C:2]1=[NH:10])[CH3:12]. Given the reactants [S:1]1[C:5]2[CH:6]=[CH:7][CH:8]=[CH:9][C:4]=2[N:3]=[C:2]1[NH2:10].[CH2:11]([O:13][C:14](=[O:17])[CH2:15][Br:16])[CH3:12], predict the reaction product. (7) Given the reactants [O:1]1[CH2:5][CH2:4][NH:3][C:2]1=[O:6].C(=O)([O-])[O-].[K+].[K+].[C:13]1(C)[CH:18]=CC=[CH:15][CH:14]=1.S(C1C=CC(C)=CC=1)([O-])(=O)=O, predict the reaction product. The product is: [CH2:15]([N:3]1[CH2:4][CH2:5][O:1][C:2]1=[O:6])[CH2:14][C:13]#[CH:18]. (8) Given the reactants Cl.[NH2:2][C:3]1[C:4]([C:8]([OH:10])=O)=[N:5][S:6][CH:7]=1.[Br:11][C:12]1[CH:13]=[C:14]([CH:16]=[CH:17][C:18]=1[F:19])[NH2:15], predict the reaction product. The product is: [NH2:2][C:3]1[C:4]([C:8]([NH:15][C:14]2[CH:16]=[CH:17][C:18]([F:19])=[C:12]([Br:11])[CH:13]=2)=[O:10])=[N:5][S:6][CH:7]=1. (9) The product is: [OH:25][C:26]1[CH:31]=[CH:30][C:29]([CH2:14][C:10]2[C:9]3[C:13](=[C:5]([C:3]([NH2:2])=[O:4])[CH:6]=[C:7]([C:19]4[CH:24]=[CH:23][CH:22]=[CH:21][CH:20]=4)[CH:8]=3)[NH:12][CH:11]=2)=[CH:28][CH:27]=1. Given the reactants [I-].[NH2:2][C:3]([C:5]1[CH:6]=[C:7]([C:19]2[CH:24]=[CH:23][CH:22]=[CH:21][CH:20]=2)[CH:8]=[C:9]2[C:13]=1[NH:12][CH:11]=[C:10]2[CH2:14][N+](C)(C)C)=[O:4].[O-:25][C:26]1[CH:31]=[CH:30][CH:29]=[CH:28][CH:27]=1.[Na+], predict the reaction product.